Dataset: Forward reaction prediction with 1.9M reactions from USPTO patents (1976-2016). Task: Predict the product of the given reaction. (1) Given the reactants [CH3:1][O:2][C:3]([C:5]1[CH:6]=[C:7](B(O)O)[CH:8]=[CH:9][CH:10]=1)=[O:4].[NH:14]1[CH2:19][CH2:18][O:17][CH2:16][CH2:15]1.C(O)(=O)CCCCCCCCCCCCC, predict the reaction product. The product is: [CH3:1][O:2][C:3](=[O:4])[C:5]1[CH:10]=[CH:9][CH:8]=[C:7]([N:14]2[CH2:19][CH2:18][O:17][CH2:16][CH2:15]2)[CH:6]=1. (2) Given the reactants C(C(F)(CC(F)(F)F)C(F)(F)[C:6](F)(F)[C:7](F)(F)[C:8]([O:11][C:12]([F:33])([F:32])[C:13]([F:31])([F:30])[C:14]([F:29])([F:28])[C:15]([F:27])([F:26])[C:16]([F:25])(CC=C)[CH2:17][C:18]([F:21])([F:20])[F:19])(F)F)C=C.[SiH:46]([Cl:54])([Cl:53])[C:47]1[CH:52]=[CH:51][CH:50]=[CH:49][CH:48]=1.[SiH4], predict the reaction product. The product is: [F:25][CH:16]([CH2:17][C:18]([F:19])([F:20])[F:21])[C:15]([F:26])([F:27])[C:14]([F:28])([F:29])[C:13]([F:30])([F:31])[C:12]([F:32])([F:33])[O:11][CH2:8][CH2:7][CH2:6][Si:46]([Cl:54])([Cl:53])[C:47]1[CH:52]=[CH:51][CH:50]=[CH:49][CH:48]=1. (3) The product is: [F:21][C:22]([F:28])([F:27])[S:23]([OH:26])(=[O:25])=[O:24].[NH2:13][CH2:12][CH2:11][NH:10][C:4]1[N:5]=[C:6]([S:8][CH3:9])[N:7]=[C:2]([NH2:1])[CH:3]=1. Given the reactants [NH2:1][C:2]1[N:7]=[C:6]([S:8][CH3:9])[N:5]=[C:4]([NH:10][CH2:11][CH2:12][NH:13]C(=O)OC(C)(C)C)[CH:3]=1.[F:21][C:22]([F:28])([F:27])[S:23]([OH:26])(=[O:25])=[O:24], predict the reaction product. (4) The product is: [Cl:23][C:22]1[C:16]2[C:17](=[N:18][N:14]([CH2:10][CH2:11][C:12]#[C:13][C:2]3[CH:7]=[CH:6][CH:5]=[C:4]([CH2:8][F:9])[N:3]=3)[N:15]=2)[CH:19]=[CH:20][CH:21]=1. Given the reactants Br[C:2]1[CH:7]=[CH:6][CH:5]=[C:4]([CH2:8][F:9])[N:3]=1.[CH2:10]([N:14]1[N:18]=[C:17]2[CH:19]=[CH:20][CH:21]=[C:22]([Cl:23])[C:16]2=[N:15]1)[CH2:11][C:12]#[CH:13], predict the reaction product. (5) Given the reactants [C:1]([O:5][C:6](=[O:23])[NH:7][C:8]1[CH:13]=[CH:12][C:11]([Si](CC=C)(C)C)=[CH:10][C:9]=1[O:20][CH2:21][CH3:22])([CH3:4])([CH3:3])[CH3:2].B1C2CCCC1CCC2.C([O-])([O-])=O.[Na+].[Na+].[Al], predict the reaction product. The product is: [C:1]([O:5][C:6](=[O:23])[NH:7][C:8]1[CH:13]=[CH:12][CH:11]=[CH:10][C:9]=1[O:20][CH2:21][CH3:22])([CH3:4])([CH3:3])[CH3:2]. (6) The product is: [F:15][S:2]([C:5]1[CH:10]=[CH:9][C:8]([CH2:11][C:12]([OH:14])=[O:13])=[CH:7][CH:6]=1)(=[O:4])=[O:3]. Given the reactants Cl[S:2]([C:5]1[CH:10]=[CH:9][C:8]([CH2:11][C:12]([OH:14])=[O:13])=[CH:7][CH:6]=1)(=[O:4])=[O:3].[F-:15].[K+].O, predict the reaction product. (7) Given the reactants [CH2:1]([O:8][C:9]([NH:11][C@@H:12]([CH2:17][CH2:18][CH2:19][NH:20][C:21]([O:23][C:24]([CH3:27])([CH3:26])[CH3:25])=[O:22])[CH2:13][C:14]([OH:16])=O)=[O:10])[C:2]1[CH:7]=[CH:6][CH:5]=[CH:4][CH:3]=1.[C:28]([O:32][C:33](=[O:49])[NH:34][CH2:35][CH2:36][CH2:37][C@H:38]([NH:41][C:42]([O:44][C:45]([CH3:48])([CH3:47])[CH3:46])=[O:43])[CH2:39][NH2:40])([CH3:31])([CH3:30])[CH3:29].C(Cl)CCl.C1C=CC2N(O)N=NC=2C=1, predict the reaction product. The product is: [CH2:1]([O:8][C:9](=[O:10])[NH:11][C@H:12]([CH2:13][C:14]([NH:40][CH2:39][C@@H:38]([NH:41][C:42]([O:44][C:45]([CH3:48])([CH3:47])[CH3:46])=[O:43])[CH2:37][CH2:36][CH2:35][NH:34][C:33]([O:32][C:28]([CH3:30])([CH3:31])[CH3:29])=[O:49])=[O:16])[CH2:17][CH2:18][CH2:19][NH:20][C:21]([O:23][C:24]([CH3:27])([CH3:26])[CH3:25])=[O:22])[C:2]1[CH:3]=[CH:4][CH:5]=[CH:6][CH:7]=1. (8) Given the reactants C1CO[C:8]23OCC[O:12][C:3]2([C@:4]2([CH2:27][CH2:26][C@H:25]4[C@@H:15](/[C:16](=[N:28]/[O:29][CH3:30])/[CH2:17][CH:18]5[C@:23]4([CH3:24])[CH2:22][CH2:21][CH2:20][CH2:19]5)[C@@H:6]2[CH2:7]3)[CH3:5])O1.C=C1C2[C@](C)(CCC(=[O:50])C2)[C@@H]2[C@H]([C@H]3[C@@](CC2)(C)C(=O)CC3)C1, predict the reaction product. The product is: [CH3:30][O:29]/[N:28]=[C:16]1/[C@@H:15]2[C@@H:25]([C@:23]3([CH3:24])[CH:18]([CH2:17]/1)[CH2:19][C:20](=[O:50])[CH2:21][CH2:22]3)[CH2:26][CH2:27][C@@:4]1([CH3:5])[C@H:6]2[CH2:7][CH2:8][C:3]1=[O:12]. (9) Given the reactants CO[C:3]1[CH:4]=[C:5]2[C:10](=[CH:11][CH:12]=1)[C:9]([O:13][S:14]([C:17]([F:20])([F:19])[F:18])(=[O:16])=[O:15])=[C:8]([CH:21]([O:27][CH2:28][C:29]1[CH:34]=[CH:33][C:32]([O:35][CH3:36])=[CH:31][CH:30]=1)[C:22]([O:24][CH2:25][CH3:26])=[O:23])[C:7]([CH3:37])=[CH:6]2.[Br:38]C1C=CC=CC=1CC(=O)C.COC1C=C(CC(=O)C)C=CC=1, predict the reaction product. The product is: [Br:38][C:4]1[CH:3]=[CH:12][CH:11]=[C:10]2[C:5]=1[CH:6]=[C:7]([CH3:37])[C:8]([CH:21]([O:27][CH2:28][C:29]1[CH:34]=[CH:33][C:32]([O:35][CH3:36])=[CH:31][CH:30]=1)[C:22]([O:24][CH2:25][CH3:26])=[O:23])=[C:9]2[O:13][S:14]([C:17]([F:18])([F:20])[F:19])(=[O:15])=[O:16]. (10) Given the reactants [CH3:1][O:2][C:3](=[O:20])[C:4]1[CH:9]=[C:8]([NH2:10])[C:7]([NH2:11])=[C:6]([F:12])[C:5]=1[NH:13][C:14]1[CH:19]=[CH:18][CH:17]=[CH:16][CH:15]=1.Cl.[CH3:22][C:23](=O)CC(=O)C.C([O-])(O)=O.[Na+], predict the reaction product. The product is: [CH3:1][O:2][C:3]([C:4]1[C:5]([NH:13][C:14]2[CH:15]=[CH:16][CH:17]=[CH:18][CH:19]=2)=[C:6]([F:12])[C:7]2[N:11]=[C:22]([CH3:23])[NH:10][C:8]=2[CH:9]=1)=[O:20].